The task is: Predict the reactants needed to synthesize the given product.. This data is from Retrosynthesis with 50K atom-mapped reactions and 10 reaction types from USPTO. (1) Given the product CC(C)n1nc(C(=O)N[C@@H]2CC[C@H](CC3(O)CCOCC3)N(C(=O)OC(C)(C)C)C2)c2ccccc21, predict the reactants needed to synthesize it. The reactants are: CC(C)(C)OC(=O)N1C[C@H](N)CC[C@@H]1CC1(O)CCOCC1.CC(C)n1nc(C(=O)O)c2ccccc21. (2) The reactants are: CC(=O)O[C@H]1CC[C@]2(C)[C@H]3CC[C@]4(C)C(=O)C=C[C@]4(O)[C@@H]3CC[C@@H]2C1.CCOCCl. Given the product CCOCO[C@]12C=CC(=O)[C@@]1(C)CC[C@H]1[C@H]2CC[C@@H]2C[C@@H](OC(C)=O)CC[C@]12C, predict the reactants needed to synthesize it. (3) Given the product COC(=O)C1(NC(=O)c2ccc(CN3CCOCC3)cc2)CCCCC1, predict the reactants needed to synthesize it. The reactants are: C1COCCN1.COC(=O)C1(NC(=O)c2ccc(CCl)cc2)CCCCC1. (4) Given the product C=C[C@@H](Cn1cc(I)c2c(N)ncnc21)NC(=O)OC(C)(C)C, predict the reactants needed to synthesize it. The reactants are: C=C[C@@H](Cn1cc(I)c2c(Cl)ncnc21)NC(=O)OC(C)(C)C.N. (5) Given the product CC(C)(C)OC(=O)n1cnc(C=O)c1, predict the reactants needed to synthesize it. The reactants are: CC(C)(C)OC(=O)OC(=O)OC(C)(C)C.O=Cc1c[nH]cn1. (6) Given the product CCc1ccc(Br)cn1, predict the reactants needed to synthesize it. The reactants are: Brc1ccc(Br)nc1.CC[Mg+].